Task: Regression. Given a peptide amino acid sequence and an MHC pseudo amino acid sequence, predict their binding affinity value. This is MHC class II binding data.. Dataset: Peptide-MHC class II binding affinity with 134,281 pairs from IEDB (1) The peptide sequence is GSDEKNLALSIKYNK. The MHC is DRB1_1501 with pseudo-sequence DRB1_1501. The binding affinity (normalized) is 0.546. (2) The peptide sequence is NLEIDMIVDTISDFR. The MHC is HLA-DQA10501-DQB10301 with pseudo-sequence HLA-DQA10501-DQB10301. The binding affinity (normalized) is 0.234. (3) The peptide sequence is EELKSLNSVQAQYA. The MHC is HLA-DPA10201-DPB10501 with pseudo-sequence HLA-DPA10201-DPB10501. The binding affinity (normalized) is 0.161. (4) The peptide sequence is VDCRPFNGGESKLKA. The MHC is HLA-DQA10201-DQB10202 with pseudo-sequence HLA-DQA10201-DQB10202. The binding affinity (normalized) is 0.